This data is from Full USPTO retrosynthesis dataset with 1.9M reactions from patents (1976-2016). The task is: Predict the reactants needed to synthesize the given product. (1) Given the product [F:1][C:2]([C:5]1[N:6]=[C:7]([CH2:10][N:11]2[N:15]=[C:14]([NH:16][C:30]([C:25]3[N:26]=[C:27]([CH3:29])[O:28][C:24]=3[C:21]3[CH:22]=[CH:23][C:18]([I:17])=[C:19]([CH3:33])[CH:20]=3)=[O:31])[CH:13]=[N:12]2)[O:8][CH:9]=1)([F:4])[CH3:3], predict the reactants needed to synthesize it. The reactants are: [F:1][C:2]([C:5]1[N:6]=[C:7]([CH2:10][N:11]2[N:15]=[C:14]([NH2:16])[CH:13]=[N:12]2)[O:8][CH:9]=1)([F:4])[CH3:3].[I:17][C:18]1[CH:23]=[CH:22][C:21]([C:24]2[O:28][C:27]([CH3:29])=[N:26][C:25]=2[C:30](O)=[O:31])=[CH:20][C:19]=1[CH3:33]. (2) Given the product [NH2:7][CH:8]([C:9]1[CH:14]=[CH:13][CH:12]=[CH:11][C:10]=1[O:15][CH3:16])[C:17]([N:18]([C:31]1[CH:36]=[CH:35][C:34]([O:37][CH3:38])=[C:33]([O:39][CH3:40])[CH:32]=1)[CH2:19][CH2:20][C:21]1[CH:26]=[CH:25][C:24]([C:27]([F:30])([F:29])[F:28])=[CH:23][CH:22]=1)=[O:41], predict the reactants needed to synthesize it. The reactants are: C(OC(=O)[NH:7][CH:8]([C:17](=[O:41])[N:18]([C:31]1[CH:36]=[CH:35][C:34]([O:37][CH3:38])=[C:33]([O:39][CH3:40])[CH:32]=1)[CH2:19][CH2:20][C:21]1[CH:26]=[CH:25][C:24]([C:27]([F:30])([F:29])[F:28])=[CH:23][CH:22]=1)[C:9]1[CH:14]=[CH:13][CH:12]=[CH:11][C:10]=1[O:15][CH3:16])(C)(C)C.FC(F)(F)C(O)=O.